This data is from Reaction yield outcomes from USPTO patents with 853,638 reactions. The task is: Predict the reaction yield, written as a fraction of the theoretical maximum amount of product (1.0 means a 100% yield; for example, 0.34 means a 34% yield). (1) The reactants are N1[CH:6]=[CH:5][C:4](/[CH:7]=[CH:8]/[C:9]2[C:17]3[C:12](=[CH:13][C:14]([C:18]#N)=[CH:15][CH:16]=3)[NH:11][N:10]=2)=[CH:3]C=1.CC(O)=O.[CH3:24][N:25](C=O)C.[PH2]([O-])=[O:30].[Na+]. The catalyst is N1C=CC=CC=1.O.[Ni]. The product is [N:25]1[CH:24]=[CH:6][CH:5]=[C:4](/[CH:7]=[CH:8]/[C:9]2[C:17]3[C:12](=[CH:13][C:14]([CH:18]=[O:30])=[CH:15][CH:16]=3)[NH:11][N:10]=2)[CH:3]=1. The yield is 0.500. (2) The reactants are [CH3:1][N:2]([S:15]([C:18]1[S:19][CH:20]=[CH:21][CH:22]=1)(=[O:17])=[O:16])[C:3]1[CH:4]=[CH:5][CH:6]=[C:7]2[C:11]=1[NH:10][C:9]([C:12](O)=[O:13])=[CH:8]2.[NH2:23][CH2:24][C:25]([S:30][CH2:31][C:32]1[CH:37]=[CH:36][CH:35]=[CH:34][CH:33]=1)([CH3:29])[CH2:26][CH2:27][OH:28].N1(O)C2C=CC=CC=2N=N1.Cl.CN(C)CCCN=C=NCC. The catalyst is O.CN(C)C=O. The product is [CH2:31]([S:30][C:25]([CH3:29])([CH2:26][CH2:27][OH:28])[CH2:24][NH:23][C:12]([C:9]1[NH:10][C:11]2[C:7]([CH:8]=1)=[CH:6][CH:5]=[CH:4][C:3]=2[N:2]([CH3:1])[S:15]([C:18]1[S:19][CH:20]=[CH:21][CH:22]=1)(=[O:16])=[O:17])=[O:13])[C:32]1[CH:37]=[CH:36][CH:35]=[CH:34][CH:33]=1. The yield is 0.650. (3) The product is [C:16]([OH:21])(=[O:20])[C:17]([OH:19])=[O:18].[C:1]([O:5][C:6]([C@@H:8]1[C@H:12]2[CH2:13][CH2:14][CH2:15][C@H:11]2[CH2:10][NH:9]1)=[O:7])([CH3:4])([CH3:2])[CH3:3]. The catalyst is C(OC(C)(C)C)(=O)C.CC(O)C. The yield is 0.640. The reactants are [C:1]([O:5][C:6]([C@@H:8]1[C@H:12]2[CH2:13][CH2:14][CH2:15][C@H:11]2[CH2:10][NH:9]1)=[O:7])([CH3:4])([CH3:3])[CH3:2].[C:16]([OH:21])(=[O:20])[C:17]([OH:19])=[O:18].C([O-])(=O)C([O-])=O.